Task: Predict the product of the given reaction.. Dataset: Forward reaction prediction with 1.9M reactions from USPTO patents (1976-2016) (1) Given the reactants [C:1]1(=[O:7])[O:6][C:4](=[O:5])[CH2:3][CH2:2]1.CCN(CC)CC.[N:15]([CH2:18][CH2:19][OH:20])=[N+:16]=[N-:17], predict the reaction product. The product is: [N:15]([CH2:18][CH2:19][O:20][C:4](=[O:5])[CH2:3][CH2:2][C:1]([OH:6])=[O:7])=[N+:16]=[N-:17]. (2) Given the reactants C([O:8][C:9]1[CH:24]=[CH:23][C:12]([O:13][C:14]2[CH:15]=[C:16]([CH:20]=[CH:21][CH:22]=2)[C:17]([OH:19])=[O:18])=[CH:11][C:10]=1[CH3:25])C1C=CC=CC=1.CCO, predict the reaction product. The product is: [OH:8][C:9]1[CH:24]=[CH:23][C:12]([O:13][C:14]2[CH:15]=[C:16]([CH:20]=[CH:21][CH:22]=2)[C:17]([OH:19])=[O:18])=[CH:11][C:10]=1[CH3:25]. (3) Given the reactants [F:1][C:2]1[CH:3]=[C:4]([CH:10]=[CH:11][C:12]=1[CH:13]([C:25]1[CH:30]=[CH:29][CH:28]=[CH:27][C:26]=1[CH3:31])[CH2:14][C:15]([C:17]1[CH:22]=[CH:21][C:20](=[O:23])[N:19]([CH3:24])[CH:18]=1)=O)[O:5][CH2:6][C:7]([OH:9])=[O:8].Cl.[NH2:33][OH:34].C([O-])(O)=O.[Na+], predict the reaction product. The product is: [F:1][C:2]1[CH:3]=[C:4]([CH:10]=[CH:11][C:12]=1[CH:13]([C:25]1[CH:30]=[CH:29][CH:28]=[CH:27][C:26]=1[CH3:31])[CH2:14]/[C:15](=[N:33]\[OH:34])/[C:17]1[CH:22]=[CH:21][C:20](=[O:23])[N:19]([CH3:24])[CH:18]=1)[O:5][CH2:6][C:7]([OH:9])=[O:8]. (4) Given the reactants [NH2:1][C:2]1[CH:3]=[C:4]([C:17]2[C:18]([C:24]([O:26][CH3:27])=[O:25])=[C:19]([CH3:23])[CH:20]=[CH:21][CH:22]=2)[CH:5]=[CH:6][C:7]=1[N:8]([CH2:13][CH:14]([CH3:16])[CH3:15])[CH2:9][CH:10]([CH3:12])[CH3:11].ClC(OC1[CH:37]=[CH:36][C:35]([N+:38]([O-:40])=O)=[CH:34]C=1)=O.[NH2:41][C:42]1[O:46]N=C(C)C=1.C(N(CC)CC)C, predict the reaction product. The product is: [CH2:13]([N:8]([CH2:9][CH:10]([CH3:12])[CH3:11])[C:7]1[CH:6]=[CH:5][C:4]([C:17]2[C:18]([C:24]([O:26][CH3:27])=[O:25])=[C:19]([CH3:23])[CH:20]=[CH:21][CH:22]=2)=[CH:3][C:2]=1[NH:1][C:42]([NH:41][C:37]1[O:40][N:38]=[C:35]([CH3:34])[CH:36]=1)=[O:46])[CH:14]([CH3:15])[CH3:16]. (5) Given the reactants [Br:1][C:2]1[CH:7]=[CH:6][C:5]([OH:8])=[CH:4][CH:3]=1.[H-].[Na+].Cl[C:12]1[CH:17]=[CH:16][N:15]=[C:14]([CH3:18])[CH:13]=1, predict the reaction product. The product is: [Br:1][C:2]1[CH:7]=[CH:6][C:5]([O:8][C:12]2[CH:17]=[CH:16][N:15]=[C:14]([CH3:18])[CH:13]=2)=[CH:4][CH:3]=1. (6) The product is: [Cl:3][C:4]1[CH:5]=[C:6](/[CH:16]=[CH:17]/[C:18]([O:20][CH2:21][CH3:22])=[O:19])[CH:7]=[N:8][C:9]=1[NH:10][C@@H:11]1[CH2:15][CH2:14][N:13]([CH2:24][CH:25]2[CH2:28][CH2:27][CH2:26]2)[CH2:12]1. Given the reactants Cl.Cl.[Cl:3][C:4]1[CH:5]=[C:6](/[CH:16]=[CH:17]/[C:18]([O:20][CH2:21][CH3:22])=[O:19])[CH:7]=[N:8][C:9]=1[NH:10][C@@H:11]1[CH2:15][CH2:14][NH:13][CH2:12]1.Br[CH2:24][CH:25]1[CH2:28][CH2:27][CH2:26]1.C(N(CC)C(C)C)(C)C.CCOC(C)=O, predict the reaction product. (7) Given the reactants Cl.[NH2:2][CH2:3][C:4]1[CH:12]=[CH:11][CH:10]=[C:9]2[C:5]=1[CH2:6][N:7]([CH:14]1[CH2:19][CH2:18][C:17](=[O:20])[NH:16][C:15]1=[O:21])[C:8]2=[O:13].[C:22]1([N:32]=[C:33]=[O:34])[C:31]2[C:26](=[CH:27][CH:28]=[CH:29][CH:30]=2)[CH:25]=[CH:24][CH:23]=1.C(N(CC)CC)C, predict the reaction product. The product is: [O:21]=[C:15]1[CH:14]([N:7]2[CH2:6][C:5]3[C:9](=[CH:10][CH:11]=[CH:12][C:4]=3[CH2:3][NH:2][C:33]([NH:32][C:22]3[C:31]4[C:26](=[CH:27][CH:28]=[CH:29][CH:30]=4)[CH:25]=[CH:24][CH:23]=3)=[O:34])[C:8]2=[O:13])[CH2:19][CH2:18][C:17](=[O:20])[NH:16]1. (8) Given the reactants [Cl:1][C:2]1[C:3]([O:12][C:13]2[CH:18]=[C:17]([O:19][CH2:20][CH:21]3[CH2:25][CH2:24][CH2:23][O:22]3)[CH:16]=[CH:15][C:14]=2[CH2:26][CH2:27][C:28](OCC)=[O:29])=[N:4][CH:5]=[C:6]([C:8]([F:11])([F:10])[F:9])[CH:7]=1.[H-].C([Al+]CC(C)C)C(C)C.CO.O, predict the reaction product. The product is: [Cl:1][C:2]1[C:3]([O:12][C:13]2[CH:18]=[C:17]([O:19][CH2:20][CH:21]3[CH2:25][CH2:24][CH2:23][O:22]3)[CH:16]=[CH:15][C:14]=2[CH2:26][CH2:27][CH2:28][OH:29])=[N:4][CH:5]=[C:6]([C:8]([F:11])([F:10])[F:9])[CH:7]=1.